This data is from Catalyst prediction with 721,799 reactions and 888 catalyst types from USPTO. The task is: Predict which catalyst facilitates the given reaction. (1) Reactant: [OH:1][C:2]1[C:14]2[CH2:13][O:12][C:11](=[O:15])[C:10]=2[C:9]([C:16]2[CH:20]=[CH:19][S:18][CH:17]=2)=[C:8]2[C:3]=1[CH:4]=[C:5]([O:23][CH3:24])[C:6]([O:21][CH3:22])=[CH:7]2.IC.[C:27](=O)([O-])[O-].[K+].[K+].[Cl-].[NH4+]. Product: [CH3:27][O:1][C:2]1[C:14]2[CH2:13][O:12][C:11](=[O:15])[C:10]=2[C:9]([C:16]2[CH:20]=[CH:19][S:18][CH:17]=2)=[C:8]2[C:3]=1[CH:4]=[C:5]([O:23][CH3:24])[C:6]([O:21][CH3:22])=[CH:7]2. The catalyst class is: 9. (2) Reactant: [NH2:1][C:2]1[S:3][CH:4]=[CH:5][N:6]=1.Br[CH2:8][C:9](=O)[C:10]([O:12][CH2:13][CH3:14])=[O:11]. Product: [S:3]1[CH:4]=[CH:5][N:6]2[CH:8]=[C:9]([C:10]([O:12][CH2:13][CH3:14])=[O:11])[N:1]=[C:2]12. The catalyst class is: 57. (3) Reactant: [F:1][C:2]1[C:7]2[O:8][CH2:9][C:10](=[O:12])[NH:11][C:6]=2[CH:5]=[C:4](B2OC(C)(C)C(C)(C)O2)[CH:3]=1.Br[C:23]1[N:27]([CH3:28])[N:26]=[C:25]([CH3:29])[C:24]=1[C:30]1[CH:35]=[CH:34][C:33]([F:36])=[CH:32][CH:31]=1.CC([O-])=O.[K+]. Product: [F:1][C:2]1[C:7]2[O:8][CH2:9][C:10](=[O:12])[NH:11][C:6]=2[CH:5]=[C:4]([C:23]2[N:27]([CH3:28])[N:26]=[C:25]([CH3:29])[C:24]=2[C:30]2[CH:35]=[CH:34][C:33]([F:36])=[CH:32][CH:31]=2)[CH:3]=1. The catalyst class is: 368. (4) Reactant: O.[NH2:2][NH2:3].[F:4][C:5]([F:10])([F:9])[C:6]([OH:8])=[O:7]. Product: [O-:8][C:6]([C:5]([F:10])([F:9])[F:4])=[O:7].[NH3+:2][NH2:3]. The catalyst class is: 6.